From a dataset of Forward reaction prediction with 1.9M reactions from USPTO patents (1976-2016). Predict the product of the given reaction. (1) Given the reactants [Cl:1][C:2]1[C:7](OC)=[C:6]([O:10]C)[C:5]([O:12][CH2:13][C:14]2[C:19]([O:20][CH3:21])=[CH:18][CH:17]=[C:16]([F:22])[C:15]=2[F:23])=[CH:4][C:3]=1[N:24]1[C:32](=[O:33])[NH:31][C:30]2[C:25]1=[N:26][C:27]([CH3:36])=[N:28][C:29]=2[O:34][CH3:35].CO.Cl, predict the reaction product. The product is: [Cl:1][C:2]1[CH:7]=[C:6]([OH:10])[C:5]([O:12][CH2:13][C:14]2[C:19]([O:20][CH3:21])=[CH:18][CH:17]=[C:16]([F:22])[C:15]=2[F:23])=[CH:4][C:3]=1[N:24]1[C:32](=[O:33])[NH:31][C:30]2[C:25]1=[N:26][C:27]([CH3:36])=[N:28][C:29]=2[O:34][CH3:35]. (2) Given the reactants [Br:1][C:2]1[CH:7]=[CH:6][C:5]([CH2:8][CH2:9][CH2:10][CH2:11][N:12]2[CH:16]=[CH:15][N:14]=[CH:13]2)=[CH:4][CH:3]=1.[ClH:17].CCOC(C)=O, predict the reaction product. The product is: [ClH:17].[Br:1][C:2]1[CH:7]=[CH:6][C:5]([CH2:8][CH2:9][CH2:10][CH2:11][N:12]2[CH:16]=[CH:15][N:14]=[CH:13]2)=[CH:4][CH:3]=1. (3) Given the reactants [OH:1][C:2]1[CH:3]=[C:4]([CH:8]=[C:9]([N+:11]([O-:13])=[O:12])[CH:10]=1)[C:5]([OH:7])=[O:6].C(O[C:20]1[CH:21]=[C:22]([CH:31]=[C:32]([N+]([O-])=O)[CH:33]=1)[C:23](OCCC(C)C)=O)CC(C)C.[CH2:37](Br)[C:38]1[CH:43]=[CH:42][CH:41]=[CH:40][CH:39]=1.C([O-])([O-])=O.[K+].[K+], predict the reaction product. The product is: [CH2:37]([O:1][C:2]1[CH:3]=[C:4]([CH:8]=[C:9]([N+:11]([O-:13])=[O:12])[CH:10]=1)[C:5]([O:7][CH2:23][C:22]1[CH:21]=[CH:20][CH:33]=[CH:32][CH:31]=1)=[O:6])[C:38]1[CH:43]=[CH:42][CH:41]=[CH:40][CH:39]=1. (4) The product is: [O:2]=[C:3]1[C:8]([CH2:9][N:10]2[CH2:11][CH2:12][CH:13]([CH2:16][C:17]([C:19]3[C:20]([Cl:25])=[N:21][CH:22]=[CH:23][CH:24]=3)=[O:18])[CH2:14][CH2:15]2)=[CH:7][CH:6]=[CH:5][NH:4]1. Given the reactants C[O:2][C:3]1[C:8]([CH2:9][N:10]2[CH2:15][CH2:14][CH:13]([CH2:16][C:17]([C:19]3[C:20]([Cl:25])=[N:21][CH:22]=[CH:23][CH:24]=3)=[O:18])[CH2:12][CH2:11]2)=[CH:7][CH:6]=[CH:5][N:4]=1.C(OC(=O)C)C.Cl, predict the reaction product. (5) Given the reactants [CH3:1][N:2]([C:7]1[C:12]([CH2:13][N:14]2[C:18]3[N:19]=[C:20]([NH:23][C:24]4[CH:29]=[CH:28][C:27]([N:30]5[CH2:35][CH2:34][NH:33][C@@H:32]([CH3:36])[CH2:31]5)=[CH:26][CH:25]=4)[N:21]=[CH:22][C:17]=3[CH:16]=[CH:15]2)=[CH:11][CH:10]=[CH:9][N:8]=1)[S:3]([CH3:6])(=[O:5])=[O:4].[CH3:37][C@H:38]1[CH2:40][O:39]1, predict the reaction product. The product is: [OH:39][C@@H:38]([CH3:40])[CH2:37][N:33]1[CH2:34][CH2:35][N:30]([C:27]2[CH:28]=[CH:29][C:24]([NH:23][C:20]3[N:21]=[CH:22][C:17]4[CH:16]=[CH:15][N:14]([CH2:13][C:12]5[C:7]([N:2]([CH3:1])[S:3]([CH3:6])(=[O:4])=[O:5])=[N:8][CH:9]=[CH:10][CH:11]=5)[C:18]=4[N:19]=3)=[CH:25][CH:26]=2)[CH2:31][C@@H:32]1[CH3:36]. (6) Given the reactants C(O)=O.C(OC([N:11]1[C:19]2[C:14](=[CH:15][CH:16]=[C:17]([Cl:20])[CH:18]=2)[CH:13]=[C:12]1[C:21]1[CH:26]=[CH:25][CH:24]=[C:23]([C:27]2([CH3:34])[N:32]=[C:31]([NH2:33])[CH2:30][O:29][CH2:28]2)[CH:22]=1)=O)(C)(C)C.Cl, predict the reaction product. The product is: [ClH:20].[Cl:20][C:17]1[CH:18]=[C:19]2[C:14]([CH:13]=[C:12]([C:21]3[CH:22]=[C:23]([C:27]4([CH3:34])[CH2:28][O:29][CH2:30][C:31]([NH2:33])=[N:32]4)[CH:24]=[CH:25][CH:26]=3)[NH:11]2)=[CH:15][CH:16]=1. (7) The product is: [CH3:1][O:2][CH2:3][CH2:4][NH:5][C:6]1[CH:11]=[CH:10][C:9]([NH2:12])=[C:8]([CH3:15])[N:7]=1. Given the reactants [CH3:1][O:2][CH2:3][CH2:4][NH:5][C:6]1[CH:11]=[CH:10][C:9]([N+:12]([O-])=O)=[C:8]([CH3:15])[N:7]=1, predict the reaction product. (8) Given the reactants [C:1]([NH:4][C:5]1[C:6]([N+:15]([O-:17])=[O:16])=[C:7]([C:11]([Br:14])=[CH:12][CH:13]=1)[C:8]([OH:10])=[O:9])(=[O:3])[CH3:2].[CH3:18][Si](C=[N+]=[N-])(C)C.C(OCC)C, predict the reaction product. The product is: [C:1]([NH:4][C:5]1[C:6]([N+:15]([O-:17])=[O:16])=[C:7]([C:11]([Br:14])=[CH:12][CH:13]=1)[C:8]([O:10][CH3:18])=[O:9])(=[O:3])[CH3:2].